The task is: Predict the product of the given reaction.. This data is from Forward reaction prediction with 1.9M reactions from USPTO patents (1976-2016). (1) Given the reactants [C:1]([C:9]1[C:14]([CH3:15])=[CH:13][CH:12]=[CH:11][C:10]=1[CH2:16][C:17]#[N:18])(=O)[C:2]1[CH:7]=[CH:6][CH:5]=[CH:4][CH:3]=1.[ClH:19].CCOC(C)=O, predict the reaction product. The product is: [ClH:19].[CH:2]1([C:1]2[C:9]3[C:10](=[CH:11][CH:12]=[CH:13][C:14]=3[CH3:15])[CH2:16][CH2:17][N:18]=2)[CH2:7][CH2:6][CH2:5][CH2:4][CH2:3]1. (2) Given the reactants [CH2:1]([CH2:3][NH2:4])[OH:2].[Cl:5][C:6]1[CH:11]=[C:10]([S:12]([C:15]2[CH:20]=[CH:19][CH:18]=[CH:17][C:16]=2F)(=[O:14])=[O:13])[CH:9]=[CH:8][C:7]=1[NH:22][C:23](=[O:31])[C@:24]([OH:30])([CH3:29])[C:25]([F:28])([F:27])[F:26].[Cl-].[NH4+], predict the reaction product. The product is: [Cl:5][C:6]1[CH:11]=[C:10]([S:12]([C:15]2[CH:16]=[CH:17][CH:18]=[CH:19][C:20]=2[NH:4][CH2:3][CH2:1][OH:2])(=[O:14])=[O:13])[CH:9]=[CH:8][C:7]=1[NH:22][C:23](=[O:31])[C@:24]([OH:30])([CH3:29])[C:25]([F:28])([F:27])[F:26]. (3) Given the reactants C(N(CC)CC)C.Br.[OH:9][C:10]1[CH:11]=[C:12]([CH:15]=[CH:16][CH:17]=1)[CH2:13][NH2:14].[NH2:18][C:19]1[N:27]=[CH:26][CH:25]=[CH:24][C:20]=1[C:21](O)=[O:22].CN([P+](ON1N=NC2C=CC=CC1=2)(N(C)C)N(C)C)C.F[P-](F)(F)(F)(F)F, predict the reaction product. The product is: [OH:9][C:10]1[CH:11]=[C:12]([CH2:13][NH:14][C:21](=[O:22])[C:20]2[CH:24]=[CH:25][CH:26]=[N:27][C:19]=2[NH2:18])[CH:15]=[CH:16][CH:17]=1. (4) Given the reactants NC[C@@H]1C[C@H](O)C1.CS([O:12][C@H:13]1[CH2:16][C@@H:15]([CH2:17][N:18]([C:20]([O:22][C:23]([CH3:26])([CH3:25])[CH3:24])=[O:21])[CH3:19])[CH2:14]1)(=O)=O.[F:27][C:28]1[CH:29]=[C:30](O)[CH:31]=[C:32]([F:40])[C:33]=1[CH2:34][N:35]1[CH2:39][CH2:38][CH2:37][CH2:36]1.C([O-])([O-])=O.[Cs+].[Cs+], predict the reaction product. The product is: [F:27][C:28]1[CH:29]=[C:30]([CH:31]=[C:32]([F:40])[C:33]=1[CH2:34][N:35]1[CH2:39][CH2:38][CH2:37][CH2:36]1)[O:12][C@H:13]1[CH2:16][C@H:15]([CH2:17][N:18]([CH3:19])[C:20](=[O:21])[O:22][C:23]([CH3:26])([CH3:25])[CH3:24])[CH2:14]1. (5) Given the reactants Br[C:2]1[N:10]2[C:5]([CH:6]=[N:7][C:8]([NH:11][C:12]3[CH:17]=[CH:16][C:15]([N:18]4[CH2:23][CH2:22][N:21]([CH3:24])[CH2:20][CH2:19]4)=[CH:14][CH:13]=3)=[N:9]2)=[CH:4][CH:3]=1.[NH2:25][C:26]1[CH:31]=[CH:30][CH:29]=[CH:28][CH:27]=1.CC(C)([O-])C.[Na+].C1(C)C=CC=CC=1, predict the reaction product. The product is: [CH3:24][N:21]1[CH2:22][CH2:23][N:18]([C:15]2[CH:16]=[CH:17][C:12]([NH:11][C:8]3[N:7]=[CH:6][C:5]4=[CH:4][CH:3]=[C:2]([NH:25][C:26]5[CH:31]=[CH:30][CH:29]=[CH:28][CH:27]=5)[N:10]4[N:9]=3)=[CH:13][CH:14]=2)[CH2:19][CH2:20]1. (6) Given the reactants [H-].[Al+3].[Li+].[H-].[H-].[H-].[F:7][C:8]1[CH:9]=[CH:10][C:11]([Se:17][Se:18][C:19]2[CH:27]=[CH:26][C:25]([F:28])=[CH:24][C:20]=2[C:21](O)=[O:22])=[C:12]([CH:16]=1)[C:13](O)=[O:14], predict the reaction product. The product is: [CH:26]1[C:25]([F:28])=[CH:24][C:20]([CH2:21][OH:22])=[C:19]([Se:18][Se:17][C:11]2[CH:10]=[CH:9][C:8]([F:7])=[CH:16][C:12]=2[CH2:13][OH:14])[CH:27]=1. (7) Given the reactants [OH:1][C:2]1[CH:6]=[C:5]([C:7]([F:10])([F:9])[F:8])[S:4][CH:3]=1.[CH3:11][C:12]1[C:13](S(C)(=O)=O)=[N:14][C:15]([CH2:18][NH:19][C:20]([CH:22]2[CH2:24][CH2:23]2)=[O:21])=[N:16][CH:17]=1.C([O-])([O-])=O.[K+].[K+].O, predict the reaction product. The product is: [CH3:11][C:12]1[C:17]([O:1][C:2]2[CH:6]=[C:5]([C:7]([F:10])([F:9])[F:8])[S:4][CH:3]=2)=[N:16][C:15]([CH2:18][NH:19][C:20]([CH:22]2[CH2:24][CH2:23]2)=[O:21])=[N:14][CH:13]=1.